From a dataset of Forward reaction prediction with 1.9M reactions from USPTO patents (1976-2016). Predict the product of the given reaction. (1) Given the reactants [CH2:1]([O:3][C:4](=[O:21])[CH2:5][C:6]1[CH:11]=[CH:10][CH:9]=[C:8]([NH:12][C:13]([C:15]2[O:16][C:17](Br)=[CH:18][CH:19]=2)=[O:14])[CH:7]=1)[CH3:2].[CH3:22][O:23][C:24]1[CH:29]=[CH:28][C:27](B(O)O)=[CH:26][CH:25]=1.C(=O)([O-])[O-].[K+].[K+], predict the reaction product. The product is: [CH2:1]([O:3][C:4](=[O:21])[CH2:5][C:6]1[CH:11]=[CH:10][CH:9]=[C:8]([NH:12][C:13]([C:15]2[O:16][C:17]([C:27]3[CH:28]=[CH:29][C:24]([O:23][CH3:22])=[CH:25][CH:26]=3)=[CH:18][CH:19]=2)=[O:14])[CH:7]=1)[CH3:2]. (2) The product is: [Cl:12][C:4]1[C:5]([O:10][CH3:11])=[CH:6][C:7]([O:8][CH3:9])=[C:2]([Cl:1])[C:3]=1[C:13]1[C:24](=[O:25])[N:23]([CH2:26][CH2:27][N:28]([CH2:42][CH3:43])[CH:29]2[CH2:30][CH2:31][NH:32][CH2:33][CH2:34]2)[C:16]2[N:17]=[C:18]([NH:21][CH3:22])[N:19]=[CH:20][C:15]=2[CH:14]=1. Given the reactants [Cl:1][C:2]1[C:7]([O:8][CH3:9])=[CH:6][C:5]([O:10][CH3:11])=[C:4]([Cl:12])[C:3]=1[C:13]1[C:24](=[O:25])[N:23]([CH2:26][CH2:27][N:28]([CH2:42][CH3:43])[CH:29]2[CH2:34][CH2:33][N:32](C(OC(C)(C)C)=O)[CH2:31][CH2:30]2)[C:16]2[N:17]=[C:18]([NH:21][CH3:22])[N:19]=[CH:20][C:15]=2[CH:14]=1.C(O)(C(F)(F)F)=O.C([O-])(O)=O.[Na+], predict the reaction product. (3) Given the reactants [Cl:1][C:2]1[CH:3]=[C:4]([CH:6]=[CH:7][C:8]=1[Cl:9])[NH2:5].[C:10]([O:15][CH2:16][CH3:17])(=[O:14])[C:11]([CH3:13])=O, predict the reaction product. The product is: [CH2:16]([O:15][C:10](=[O:14])[C@H:11]([CH3:13])[NH:5][C:4]1[CH:6]=[CH:7][C:8]([Cl:9])=[C:2]([Cl:1])[CH:3]=1)[CH3:17]. (4) The product is: [CH2:53]([O:36][C:32]1[N:30]=[C:26]([CH:11]2[CH2:12][CH:13]([C:15]3[CH:20]=[CH:19][C:18]([CH2:21][C:22]([F:23])([F:25])[F:24])=[CH:17][CH:16]=3)[CH2:14][N:9]([C:7]([N:1]3[CH2:6][CH2:5][S:4][CH2:3][CH2:2]3)=[O:8])[CH2:10]2)[O:27][N:33]=1)[CH3:54]. Given the reactants [N:1]1([C:7]([N:9]2[CH2:14][CH:13]([C:15]3[CH:20]=[CH:19][C:18]([CH2:21][C:22]([F:25])([F:24])[F:23])=[CH:17][CH:16]=3)[CH2:12][CH:11]([C:26](O)=[O:27])[CH2:10]2)=[O:8])[CH2:6][CH2:5][S:4][CH2:3][CH2:2]1.C[N:30]([C:32]([O:36]N1N=NC2C=CC=NC1=2)=[N+:33](C)C)C.F[P-](F)(F)(F)(F)F.[CH3:53][CH2:54]N(C(C)C)C(C)C, predict the reaction product. (5) Given the reactants [CH2:1]([O:3][C:4](=[O:23])[C:5]1[CH:10]=[C:9]([C:11]#[N:12])[C:8](Cl)=[N:7][C:6]=1[CH2:14][O:15][CH2:16][C:17]1[CH:22]=[CH:21][CH:20]=[CH:19][CH:18]=1)[CH3:2].[CH2:24]([S:31]([NH:34][C:35]([CH:37]1[CH2:40][NH:39][CH2:38]1)=[O:36])(=[O:33])=[O:32])[C:25]1[CH:30]=[CH:29][CH:28]=[CH:27][CH:26]=1.CCN(C(C)C)C(C)C.CCO, predict the reaction product. The product is: [CH2:1]([O:3][C:4](=[O:23])[C:5]1[CH:10]=[C:9]([C:11]#[N:12])[C:8]([N:39]2[CH2:40][CH:37]([C:35](=[O:36])[NH:34][S:31]([CH2:24][C:25]3[CH:26]=[CH:27][CH:28]=[CH:29][CH:30]=3)(=[O:33])=[O:32])[CH2:38]2)=[N:7][C:6]=1[CH2:14][O:15][CH2:16][C:17]1[CH:22]=[CH:21][CH:20]=[CH:19][CH:18]=1)[CH3:2]. (6) Given the reactants Br.[OH:2][C:3]1[C:8]([NH2:9])=[CH:7][CH:6]=[CH:5][C:4]=1[C:10]1[O:14][C:13]([CH3:15])=[C:12]([C:16]([OH:18])=[O:17])[CH:11]=1.[N:19]([O-])=O.[Na+].[CH3:23][C:24]1[CH2:25][C:26](=[O:39])[N:27]([C:29]2[CH:38]=[CH:37][C:36]3[CH2:35][CH2:34][CH2:33][CH2:32][C:31]=3[CH:30]=2)[N:28]=1.C(=O)(O)[O-].[Na+], predict the reaction product. The product is: [OH:2][C:3]1[C:8]([NH:9][N:19]=[C:25]2[C:26](=[O:39])[N:27]([C:29]3[CH:38]=[CH:37][C:36]4[CH2:35][CH2:34][CH2:33][CH2:32][C:31]=4[CH:30]=3)[N:28]=[C:24]2[CH3:23])=[CH:7][CH:6]=[CH:5][C:4]=1[C:10]1[O:14][C:13]([CH3:15])=[C:12]([C:16]([OH:18])=[O:17])[CH:11]=1.